This data is from Reaction yield outcomes from USPTO patents with 853,638 reactions. The task is: Predict the reaction yield, written as a fraction of the theoretical maximum amount of product (1.0 means a 100% yield; for example, 0.34 means a 34% yield). (1) The reactants are [CH2:1]([O:8][CH2:9][C:10]1([CH2:23][OH:24])[CH2:15][CH2:14][N:13]([C:16]([O:18][C:19]([CH3:22])([CH3:21])[CH3:20])=[O:17])[CH2:12][CH2:11]1)[C:2]1[CH:7]=[CH:6][CH:5]=[CH:4][CH:3]=1.[H-].[Na+].Br[CH2:28][CH:29]1[CH2:32][CH2:31][CH2:30]1. The yield is 0.110. The catalyst is CN(C)C=O. The product is [CH2:1]([O:8][CH2:9][C:10]1([CH2:23][O:24][CH2:28][CH:29]2[CH2:32][CH2:31][CH2:30]2)[CH2:11][CH2:12][N:13]([C:16]([O:18][C:19]([CH3:20])([CH3:21])[CH3:22])=[O:17])[CH2:14][CH2:15]1)[C:2]1[CH:7]=[CH:6][CH:5]=[CH:4][CH:3]=1. (2) The reactants are [NH2:1][C:2]1[N:3]=[CH:4][C:5]([C:17]2[CH:22]=[CH:21][C:20]([S:23]([CH:26]3[CH2:31][CH2:30][N:29](C(OC(C)(C)C)=O)[CH2:28][CH2:27]3)(=[O:25])=[O:24])=[CH:19][CH:18]=2)=[N:6][C:7]=1[C:8]#[C:9][C:10]1[CH:15]=[CH:14][CH:13]=[C:12]([OH:16])[CH:11]=1.C(O)(C(F)(F)F)=O. The catalyst is C(Cl)Cl. The product is [NH2:1][C:2]1[C:7]([C:8]#[C:9][C:10]2[CH:11]=[C:12]([OH:16])[CH:13]=[CH:14][CH:15]=2)=[N:6][C:5]([C:17]2[CH:22]=[CH:21][C:20]([S:23]([CH:26]3[CH2:31][CH2:30][NH:29][CH2:28][CH2:27]3)(=[O:24])=[O:25])=[CH:19][CH:18]=2)=[CH:4][N:3]=1. The yield is 0.0500.